Dataset: Experimentally validated miRNA-target interactions with 360,000+ pairs, plus equal number of negative samples. Task: Binary Classification. Given a miRNA mature sequence and a target amino acid sequence, predict their likelihood of interaction. The miRNA is mmu-miR-181a-5p with sequence AACAUUCAACGCUGUCGGUGAGU. The protein sequence of the target gene is MAELKYISGFGNECSSEDPRCPGSLPEGQNNPQVCPYNLYAEQLSGSAFTCPRSTNKRSWLYRILPSVSHKPFESIDEGQVTHNWDEVDPDPNQLRWKPFEIPKASQKKVDFVSGLHTLCGAGDIKSNNGLAIHIFLCNTSMENRCFYNSDGDFLIVPQKGNLLIYTEFGKMLVQPNEICVIQRGMRFSIDVFEETRGYILEVYGVHFELPDLGPIGANGLANPRDFLIPIAWYEDRQVPGGYTVINKYQGKLFAAKQDVSPFNVVAWHGNYTPYKYNLKNFMVINSVAFDHADPSIFTV.... Result: 0 (no interaction).